Dataset: Forward reaction prediction with 1.9M reactions from USPTO patents (1976-2016). Task: Predict the product of the given reaction. (1) Given the reactants [Si:1]([O:8][C@H:9]1[C@H:13]2[O:14][CH2:15][C@@H:16]([O:17][C:18]3[N:40]([CH2:41][O:42][CH2:43][CH2:44][Si:45]([CH3:48])([CH3:47])[CH3:46])[C:21]4=[N:22][C:23]([C:27]5[CH:32]=[CH:31][C:30]([C@H:33]6[CH2:38][CH2:37][C@H:36]([NH2:39])[CH2:35][CH2:34]6)=[CH:29][CH:28]=5)=[C:24]([Cl:26])[CH:25]=[C:20]4[N:19]=3)[C@H:12]2[O:11][CH2:10]1)([C:4]([CH3:7])([CH3:6])[CH3:5])([CH3:3])[CH3:2].[O:49]=[C:50](Cl)[O:51][C:52](Cl)(Cl)Cl.[O:57]1[CH2:62][CH2:61]C(O)[CH2:59][CH2:58]1, predict the reaction product. The product is: [Si:1]([O:8][C@H:9]1[C@H:13]2[O:14][CH2:15][C@@H:16]([O:17][C:18]3[N:40]([CH2:41][O:42][CH2:43][CH2:44][Si:45]([CH3:48])([CH3:47])[CH3:46])[C:21]4=[N:22][C:23]([C:27]5[CH:32]=[CH:31][C:30]([C@H:33]6[CH2:38][CH2:37][C@H:36]([NH:39][C:50](=[O:49])[O:51][CH:52]7[CH2:61][CH2:62][O:57][CH2:58][CH2:59]7)[CH2:35][CH2:34]6)=[CH:29][CH:28]=5)=[C:24]([Cl:26])[CH:25]=[C:20]4[N:19]=3)[C@H:12]2[O:11][CH2:10]1)([C:4]([CH3:6])([CH3:7])[CH3:5])([CH3:3])[CH3:2]. (2) Given the reactants [Cl:1][C:2]1[CH:10]=[CH:9][C:5]([C:6]([OH:8])=O)=[CH:4][N:3]=1.[CH:11]([C:14]1[CH:20]=[CH:19][C:17]([NH2:18])=[CH:16][CH:15]=1)([CH3:13])[CH3:12].O.ON1C2C=CC=CC=2N=N1.Cl.C(N=C=NCCCN(C)C)C, predict the reaction product. The product is: [CH:11]([C:14]1[CH:20]=[CH:19][C:17]([NH:18][C:6]([C:5]2[CH:4]=[N:3][C:2]([Cl:1])=[CH:10][CH:9]=2)=[O:8])=[CH:16][CH:15]=1)([CH3:13])[CH3:12]. (3) Given the reactants [CH3:1][O:2][C:3]([NH:5][C@H:6]([C:20]([NH:22][C:23]1[CH:28]=[CH:27][CH:26]=[CH:25][C:24]=1[CH2:29][CH2:30][C@H:31]1[O:36][CH2:35][C@@H:34]([CH2:37][NH:38][C:39]([C:41]2[CH:46]=[CH:45][CH:44]=[CH:43][CH:42]=2)=[O:40])[N:33]([C:47]([O:49][C:50]([CH3:53])([CH3:52])[CH3:51])=[O:48])[CH2:32]1)=[O:21])[CH:7]([C:14]1[CH:19]=[CH:18][CH:17]=[CH:16][CH:15]=1)[C:8]1[CH:13]=[CH:12][CH:11]=[CH:10][CH:9]=1)=[O:4].C(Cl)Cl.[C:57]([OH:63])([C:59]([F:62])([F:61])[F:60])=[O:58], predict the reaction product. The product is: [CH3:1][O:2][C:3]([NH:5][C@H:6]([C:20]([NH:22][C:23]1[CH:28]=[CH:27][CH:26]=[CH:25][C:24]=1[CH2:29][CH2:30][C@H:31]1[O:36][CH2:35][C@@H:34]([CH2:37][NH:38][C:39]([C:41]2[CH:46]=[CH:45][CH:44]=[CH:43][CH:42]=2)=[O:40])[N:33]([C:47]([O:49][C:50]([CH3:53])([CH3:52])[CH3:51])=[O:48])[CH2:32]1)=[O:21])[CH:7]([C:8]1[CH:9]=[CH:10][CH:11]=[CH:12][CH:13]=1)[C:14]1[CH:19]=[CH:18][CH:17]=[CH:16][CH:15]=1)=[O:4].[C:57]([OH:63])([C:59]([F:62])([F:61])[F:60])=[O:58]. (4) Given the reactants [Cl:1][C:2]1[CH:3]=[C:4]([CH2:8][C:9]([OH:11])=O)[CH:5]=[CH:6][CH:7]=1.S(Cl)(Cl)=O.[Cl-].[Al+3].[Cl-].[Cl-].[C:20]1([S:26]([N:29]2[CH:33]=[CH:32][CH:31]=[CH:30]2)(=[O:28])=[O:27])[CH:25]=[CH:24][CH:23]=[CH:22][CH:21]=1, predict the reaction product. The product is: [Cl:1][C:2]1[CH:3]=[C:4]([CH2:8][C:9]([C:31]2[CH:32]=[CH:33][N:29]([S:26]([C:20]3[CH:25]=[CH:24][CH:23]=[CH:22][CH:21]=3)(=[O:28])=[O:27])[CH:30]=2)=[O:11])[CH:5]=[CH:6][CH:7]=1. (5) Given the reactants CC1(C)[CH2:7][CH2:6][CH2:5][C:4](C)(C)[NH:3]1.C([Li])CCC.[N:16]1[CH:21]=[CH:20][CH:19]=[CH:18][C:17]=1[C:22]([OH:24])=[O:23].O=C1CCN(C(OC(C)(C)C)=O)C1, predict the reaction product. The product is: [NH:3]1[CH2:4][CH2:5][C:6]2([C:18]3[C:17](=[N:16][CH:21]=[CH:20][CH:19]=3)[C:22](=[O:24])[O:23]2)[CH2:7]1.